Dataset: Full USPTO retrosynthesis dataset with 1.9M reactions from patents (1976-2016). Task: Predict the reactants needed to synthesize the given product. (1) Given the product [NH2:1][C:2]1[N:7]=[C:6]([C:8]2[CH:9]=[C:10]3[C:11]([C:12]([NH2:13])=[N:24][NH:25]3)=[CH:14][CH:15]=2)[CH:5]=[C:4]([N:17]2[CH2:22][CH2:21][CH2:20][CH2:19][CH2:18]2)[N:3]=1, predict the reactants needed to synthesize it. The reactants are: [NH2:1][C:2]1[N:7]=[C:6]([C:8]2[CH:15]=[CH:14][C:11]([C:12]#[N:13])=[C:10](F)[CH:9]=2)[CH:5]=[C:4]([N:17]2[CH2:22][CH2:21][CH2:20][CH2:19][CH2:18]2)[N:3]=1.O.[NH2:24][NH2:25]. (2) Given the product [CH:10]1([C:2]2[C:3](=[O:9])[CH2:4][CH2:5][C:6]=2[O:7][CH3:8])[CH2:12][CH2:11]1, predict the reactants needed to synthesize it. The reactants are: Br[C:2]1[C:3](=[O:9])[CH2:4][CH2:5][C:6]=1[O:7][CH3:8].[CH:10]1([B-](F)(F)F)[CH2:12][CH2:11]1.[K+].C([O-])([O-])=O.[Cs+].[Cs+].O. (3) Given the product [C:14]1([C:1]2([OH:8])[CH2:6][CH2:5][C:4](=[O:7])[CH2:3][CH2:2]2)[CH:19]=[CH:18][CH:17]=[CH:16][CH:15]=1, predict the reactants needed to synthesize it. The reactants are: [C:1]1(=[O:8])[CH2:6][CH2:5][C:4](=[O:7])[CH2:3][CH2:2]1.O1CCCC1.[C:14]1([Li])[CH:19]=[CH:18][CH:17]=[CH:16][CH:15]=1.[Cl-].[NH4+]. (4) Given the product [C:1]([O:5][C:6]([N:8]1[CH2:13][CH2:12][N:11]([CH2:29][C:24]2[CH:23]=[C:22]([O:21][S:18]([CH3:17])(=[O:20])=[O:19])[CH:27]=[CH:26][C:25]=2[Cl:28])[C:10](=[O:14])[CH2:9]1)=[O:7])([CH3:4])([CH3:2])[CH3:3], predict the reactants needed to synthesize it. The reactants are: [C:1]([O:5][C:6]([N:8]1[CH2:13][CH2:12][NH:11][C:10](=[O:14])[CH2:9]1)=[O:7])([CH3:4])([CH3:3])[CH3:2].[H-].[Na+].[CH3:17][S:18]([O:21][C:22]1[CH:27]=[CH:26][C:25]([Cl:28])=[C:24]([CH2:29]Br)[CH:23]=1)(=[O:20])=[O:19].CCOC(C)=O. (5) Given the product [C:1]([C@H:5]1[CH2:6][CH2:7][C@H:8]([O:11][C:21]2[CH:22]=[C:23]3[C:18](=[CH:19][CH:20]=2)[CH:17]=[C:16]([C:14]([O:13][CH3:12])=[O:15])[CH:25]=[CH:24]3)[CH2:9][CH2:10]1)([CH3:4])([CH3:2])[CH3:3], predict the reactants needed to synthesize it. The reactants are: [C:1]([C@@H:5]1[CH2:10][CH2:9][C@H:8]([OH:11])[CH2:7][CH2:6]1)([CH3:4])([CH3:3])[CH3:2].[CH3:12][O:13][C:14]([C:16]1[CH:25]=[CH:24][C:23]2[C:18](=[CH:19][CH:20]=[C:21](O)[CH:22]=2)[CH:17]=1)=[O:15].C1(P(C2C=CC=CC=2)C2C=CC=CC=2)C=CC=CC=1.C1(C)C=CC=CC=1.N(C(OC(C)C)=O)=NC(OC(C)C)=O.